Dataset: Peptide-MHC class I binding affinity with 185,985 pairs from IEDB/IMGT. Task: Regression. Given a peptide amino acid sequence and an MHC pseudo amino acid sequence, predict their binding affinity value. This is MHC class I binding data. (1) The peptide sequence is KIKNRIERL. The MHC is HLA-A03:01 with pseudo-sequence HLA-A03:01. The binding affinity (normalized) is 0.0847. (2) The peptide sequence is SPVTVKNVF. The MHC is HLA-A02:02 with pseudo-sequence HLA-A02:02. The binding affinity (normalized) is 0. (3) The peptide sequence is ELNDRFANYI. The MHC is HLA-A02:03 with pseudo-sequence HLA-A02:03. The binding affinity (normalized) is 0.418. (4) The peptide sequence is EMDKDDESLI. The MHC is HLA-A02:06 with pseudo-sequence HLA-A02:06. The binding affinity (normalized) is 0. (5) The peptide sequence is MMETQTSTW. The MHC is Mamu-B17 with pseudo-sequence Mamu-B17. The binding affinity (normalized) is 0.530. (6) The peptide sequence is RMRGTFSAPL. The MHC is Patr-A0701 with pseudo-sequence Patr-A0701. The binding affinity (normalized) is 0.209. (7) The peptide sequence is NWLNNNTQF. The MHC is HLA-A23:01 with pseudo-sequence HLA-A23:01. The binding affinity (normalized) is 0.392. (8) The MHC is HLA-A26:03 with pseudo-sequence HLA-A26:03. The binding affinity (normalized) is 0.0847. The peptide sequence is VMAASGAPF. (9) The peptide sequence is KASEYLQLV. The MHC is HLA-A02:02 with pseudo-sequence HLA-A02:02. The binding affinity (normalized) is 0.561. (10) The peptide sequence is FRYNGLIHR. The MHC is HLA-B15:01 with pseudo-sequence HLA-B15:01. The binding affinity (normalized) is 0.